From a dataset of Reaction yield outcomes from USPTO patents with 853,638 reactions. Predict the reaction yield, written as a fraction of the theoretical maximum amount of product (1.0 means a 100% yield; for example, 0.34 means a 34% yield). (1) The yield is 0.180. The product is [Cl:32][C:20]1[CH:21]=[CH:22][C:23]([C:25](=[O:31])[NH:26][CH2:27][C@H:28]([OH:30])[CH3:29])=[CH:24][C:19]=1[N:17]([CH3:18])[C:15]([C:13]1[S:12][C:11]2[C:5]3[CH:4]=[CH:3][C:2]([C:37]([NH:82][CH2:81][CH2:80][S:77]([CH3:76])(=[O:79])=[O:78])=[O:55])=[CH:33][C:6]=3[O:7][CH2:8][CH2:9][C:10]=2[CH:14]=1)=[O:16]. The reactants are Br[C:2]1[CH:3]=[CH:4][C:5]2[C:11]3[S:12][C:13]([C:15]([N:17]([C:19]4[CH:24]=[C:23]([C:25](=[O:31])[NH:26][CH2:27][C@H:28]([OH:30])[CH3:29])[CH:22]=[CH:21][C:20]=4[Cl:32])[CH3:18])=[O:16])=[CH:14][C:10]=3[CH2:9][CH2:8][O:7][C:6]=2[CH:33]=1.CC1(C)C2C(=C(P(C3C=CC=CC=3)C3C=CC=CC=3)C=CC=2)[O:55][C:37]2C(P(C3C=CC=CC=3)C3C=CC=CC=3)=CC=CC1=2.[CH3:76][S:77]([CH2:80][CH2:81][NH2:82])(=[O:79])=[O:78].Cl.C([O-])([O-])=O.[Na+].[Na+]. The catalyst is C1(C)C=CC=CC=1.CN(C=O)C.CC([O-])=O.CC([O-])=O.[Pd+2]. (2) The reactants are [CH3:1][O:2][C:3]([C:5]1[CH:13]=[C:12]2[C:8]([CH2:9][CH2:10][NH:11]2)=[CH:7][CH:6]=1)=[O:4].[Cl:14][C:15]1[CH:16]=[CH:17][C:18]([O:25][CH3:26])=[C:19]([S:21](Cl)(=[O:23])=[O:22])[CH:20]=1. The catalyst is ClCCl.N1C=CC=CC=1. The product is [CH3:1][O:2][C:3]([C:5]1[CH:13]=[C:12]2[C:8]([CH2:9][CH2:10][N:11]2[S:21]([C:19]2[CH:20]=[C:15]([Cl:14])[CH:16]=[CH:17][C:18]=2[O:25][CH3:26])(=[O:22])=[O:23])=[CH:7][CH:6]=1)=[O:4]. The yield is 0.770.